From a dataset of NCI-60 drug combinations with 297,098 pairs across 59 cell lines. Regression. Given two drug SMILES strings and cell line genomic features, predict the synergy score measuring deviation from expected non-interaction effect. Drug 1: C1=NNC2=C1C(=O)NC=N2. Drug 2: B(C(CC(C)C)NC(=O)C(CC1=CC=CC=C1)NC(=O)C2=NC=CN=C2)(O)O. Cell line: NCI-H522. Synergy scores: CSS=26.7, Synergy_ZIP=-0.896, Synergy_Bliss=-1.47, Synergy_Loewe=-29.6, Synergy_HSA=-1.75.